From a dataset of Full USPTO retrosynthesis dataset with 1.9M reactions from patents (1976-2016). Predict the reactants needed to synthesize the given product. (1) The reactants are: C[O:2][C:3](=[O:22])[C@H:4]([CH:19]([CH3:21])[CH3:20])[NH:5][C:6]([N:8]([CH3:18])[CH2:9][C:10]1[N:11]=[C:12]([CH:15]([CH3:17])[CH3:16])[S:13][CH:14]=1)=[O:7].C1COCC1.Cl. Given the product [CH3:18][N:8]([C:6]([NH:5][C@H:4]([C:3]([OH:22])=[O:2])[CH:19]([CH3:20])[CH3:21])=[O:7])[CH2:9][C:10]1[N:11]=[C:12]([CH:15]([CH3:17])[CH3:16])[S:13][CH:14]=1, predict the reactants needed to synthesize it. (2) Given the product [CH2:27]([S:24]([C:21]1[CH:20]=[CH:19][C:18]([C:17]2[N:16]=[C:15]([C:29]3[NH:38][C:37](=[O:39])[C:36]4[C:31](=[CH:32][C:33]([O:42][CH3:43])=[CH:34][C:35]=4[O:40][CH3:41])[N:30]=3)[CH:14]=[CH:13][C:12]=2[O:11][CH2:10][CH2:9][OH:8])=[CH:23][CH:22]=1)(=[O:25])=[O:26])[CH3:28], predict the reactants needed to synthesize it. The reactants are: [Si]([O:8][CH2:9][CH2:10][O:11][C:12]1[CH:13]=[CH:14][C:15]([C:29]2[NH:38][C:37](=[O:39])[C:36]3[C:31](=[CH:32][C:33]([O:42][CH3:43])=[CH:34][C:35]=3[O:40][CH3:41])[N:30]=2)=[N:16][C:17]=1[C:18]1[CH:23]=[CH:22][C:21]([S:24]([CH2:27][CH3:28])(=[O:26])=[O:25])=[CH:20][CH:19]=1)(C(C)(C)C)(C)C.CCCC[N+](CCCC)(CCCC)CCCC.[F-]. (3) Given the product [OH:14][CH2:15][C:16]1[CH:21]=[CH:20][C:19]([C:2]2[CH:3]=[C:4]([CH:11]=[CH:12][N:13]=2)[C:5]([N:7]([O:9][CH3:10])[CH3:8])=[O:6])=[CH:18][CH:17]=1, predict the reactants needed to synthesize it. The reactants are: Br[C:2]1[CH:3]=[C:4]([CH:11]=[CH:12][N:13]=1)[C:5]([N:7]([O:9][CH3:10])[CH3:8])=[O:6].[OH:14][CH2:15][C:16]1[CH:21]=[CH:20][C:19](B(O)O)=[CH:18][CH:17]=1.